Regression. Given two drug SMILES strings and cell line genomic features, predict the synergy score measuring deviation from expected non-interaction effect. From a dataset of NCI-60 drug combinations with 297,098 pairs across 59 cell lines. Drug 1: CS(=O)(=O)CCNCC1=CC=C(O1)C2=CC3=C(C=C2)N=CN=C3NC4=CC(=C(C=C4)OCC5=CC(=CC=C5)F)Cl. Drug 2: C1CCC(C(C1)N)N.C(=O)(C(=O)[O-])[O-].[Pt+4]. Cell line: SK-MEL-28. Synergy scores: CSS=5.30, Synergy_ZIP=-2.24, Synergy_Bliss=-0.237, Synergy_Loewe=-6.87, Synergy_HSA=-2.18.